This data is from Catalyst prediction with 721,799 reactions and 888 catalyst types from USPTO. The task is: Predict which catalyst facilitates the given reaction. (1) Reactant: [OH:1][C:2]1[CH:10]=[CH:9][C:8]2[N:7]3[CH2:11][CH2:12][CH:13]([CH2:14][C:15]([O:17][C:18]([CH3:21])([CH3:20])[CH3:19])=[O:16])[C:6]3=[CH:5][C:4]=2[CH:3]=1.C([O-])([O-])=O.[Cs+].[Cs+].Br[CH2:29][C:30]1[CH:35]=[CH:34][C:33]([Cl:36])=[C:32]([C:37]([F:40])([F:39])[F:38])[CH:31]=1. Product: [Cl:36][C:33]1[CH:34]=[CH:35][C:30]([CH2:29][O:1][C:2]2[CH:10]=[CH:9][C:8]3[N:7]4[CH2:11][CH2:12][CH:13]([CH2:14][C:15]([O:17][C:18]([CH3:21])([CH3:20])[CH3:19])=[O:16])[C:6]4=[CH:5][C:4]=3[CH:3]=2)=[CH:31][C:32]=1[C:37]([F:38])([F:39])[F:40]. The catalyst class is: 3. (2) Reactant: [CH3:1][C:2]([C:6]1[CH:11]=[CH:10][C:9]([C:12]2[O:13][CH:14]=[CH:15][CH:16]=2)=[CH:8][CH:7]=1)([CH3:5])[CH:3]=[CH2:4].[OH-:17].[Na+].OO. Product: [O:13]1[CH:14]=[CH:15][CH:16]=[C:12]1[C:9]1[CH:10]=[CH:11][C:6]([C:2]([CH3:1])([CH3:5])[CH2:3][CH2:4][OH:17])=[CH:7][CH:8]=1. The catalyst class is: 116. (3) Reactant: Cl.[CH3:2][C:3]1[C:7]([NH2:8])=[CH:6][O:5][N:4]=1.ON1C2N=CC=CC=2N=N1.C(N(C(C)C)CC)(C)C.C(Cl)CCl.[F:32][C:33]1[CH:38]=[CH:37][C:36]([CH2:39][O:40][C:41]2[CH:49]=[CH:48][C:47]([C:50]([N:52]3[CH2:57][CH2:56][O:55][CH2:54][CH2:53]3)=[O:51])=[CH:46][C:42]=2[C:43](O)=[O:44])=[CH:35][CH:34]=1. Product: [F:32][C:33]1[CH:38]=[CH:37][C:36]([CH2:39][O:40][C:41]2[CH:49]=[CH:48][C:47]([C:50]([N:52]3[CH2:57][CH2:56][O:55][CH2:54][CH2:53]3)=[O:51])=[CH:46][C:42]=2[C:43]([NH:8][C:7]2[C:3]([CH3:2])=[N:4][O:5][CH:6]=2)=[O:44])=[CH:35][CH:34]=1. The catalyst class is: 9. (4) Reactant: [CH3:1][O:2][CH:3]([O:6]C)[CH:4]=[CH2:5].[CH3:8]C1C=CC(S(O)(=O)=O)=CC=1.O.CCN([CH2:25][CH3:26])CC. Product: [CH3:8][CH2:1][O:2][CH:3]([O:6][CH2:25][CH3:26])[CH:4]=[CH2:5]. The catalyst class is: 18. (5) Reactant: Br[CH2:2][C:3]1[CH:8]=[CH:7][CH:6]=[C:5]([CH3:9])[CH:4]=1.[NH2:10][C:11]1[N:16]=[C:15]([CH2:17][OH:18])[C:14]([C:19]2[CH:24]=[CH:23][C:22]([NH:25][CH2:26][C:27]3[CH:32]=[CH:31][C:30]([Cl:33])=[CH:29][CH:28]=3)=[CH:21][CH:20]=2)=[C:13]([NH2:34])[N:12]=1.CC([O-])(C)C.[Na+]. Product: [Cl:33][C:30]1[CH:29]=[CH:28][C:27]([CH2:26][NH:25][C:22]2[CH:21]=[CH:20][C:19]([C:14]3[C:13]([NH2:34])=[N:12][C:11]([NH2:10])=[N:16][C:15]=3[CH2:17][O:18][CH2:2][C:3]3[CH:8]=[CH:7][CH:6]=[C:5]([CH3:9])[CH:4]=3)=[CH:24][CH:23]=2)=[CH:32][CH:31]=1. The catalyst class is: 3.